From a dataset of Catalyst prediction with 721,799 reactions and 888 catalyst types from USPTO. Predict which catalyst facilitates the given reaction. (1) Product: [NH2:1][C:4]1[CH:9]=[C:8]([O:10][CH2:11][CH2:12][CH3:13])[CH:7]=[CH:6][C:5]=1[NH:14][C:15](=[O:23])[CH2:16][CH:17]1[CH2:22][CH2:21][CH2:20][CH2:19][NH:18]1. The catalyst class is: 256. Reactant: [N+:1]([C:4]1[CH:9]=[C:8]([O:10][CH2:11][CH2:12][CH3:13])[CH:7]=[CH:6][C:5]=1[NH:14][C:15](=[O:23])[CH2:16][CH:17]1[CH2:22][CH2:21][CH2:20][CH2:19][NH:18]1)([O-])=O. (2) Reactant: [C:1]([O:5][C:6](=[O:29])[C:7]([O:10]/[N:11]=[C:12](/[C:16]1[N:17]=[C:18]([NH:21][C:22]([O:24][C:25]([CH3:28])([CH3:27])[CH3:26])=[O:23])[S:19][CH:20]=1)\[C:13]([OH:15])=O)([CH3:9])[CH3:8])([CH3:4])([CH3:3])[CH3:2].[CH:30]1[CH:35]=[C:34]2[N:36]=[C:37]([S:39][S:39][C:37]3[S:38][C:33]4[C:34](=[CH:35][CH:30]=[CH:31][CH:32]=4)[N:36]=3)[S:38][C:33]2=[CH:32][CH:31]=1.C1(P(C2C=CC=CC=2)C2C=CC=CC=2)C=CC=CC=1. Product: [S:38]1[C:33]2[CH:32]=[CH:31][CH:30]=[CH:35][C:34]=2[N:36]=[C:37]1[S:39][C:13](=[O:15])/[C:12](=[N:11]\[O:10][C:7]([CH3:8])([CH3:9])[C:6]([O:5][C:1]([CH3:2])([CH3:4])[CH3:3])=[O:29])/[C:16]1[N:17]=[C:18]([NH:21][C:22]([O:24][C:25]([CH3:27])([CH3:28])[CH3:26])=[O:23])[S:19][CH:20]=1. The catalyst class is: 2. (3) The catalyst class is: 7. Product: [CH3:31][S:30][C:12]1[N:13]=[C:14]([N:18]2[CH2:19][CH2:20][CH:21]([C:24]3[CH:29]=[CH:28][CH:27]=[CH:26][CH:25]=3)[CH2:22][CH2:23]2)[C:15]([C:16]#[N:17])=[C:10]([O:4][CH2:3][C:2]([F:6])([F:5])[F:1])[N:11]=1. Reactant: [F:1][C:2]([F:6])([F:5])[CH2:3][OH:4].[H-].[Na+].Cl[C:10]1[C:15]([C:16]#[N:17])=[C:14]([N:18]2[CH2:23][CH2:22][CH:21]([C:24]3[CH:29]=[CH:28][CH:27]=[CH:26][CH:25]=3)[CH2:20][CH2:19]2)[N:13]=[C:12]([S:30][CH3:31])[N:11]=1. (4) Reactant: [Cl:1][C:2]1[C:7]([C:8]([C:10]2[CH:15]=[CH:14][CH:13]=[CH:12][CH:11]=2)=[O:9])=[CH:6][N:5]=[C:4]2[N:16]([C:19]3[CH:24]=[CH:23][CH:22]=[CH:21][CH:20]=3)[N:17]=[CH:18][C:3]=12.[BH4-].[Na+].[Cl-].[NH4+]. Product: [Cl:1][C:2]1[C:7]([CH:8]([C:10]2[CH:11]=[CH:12][CH:13]=[CH:14][CH:15]=2)[OH:9])=[CH:6][N:5]=[C:4]2[N:16]([C:19]3[CH:20]=[CH:21][CH:22]=[CH:23][CH:24]=3)[N:17]=[CH:18][C:3]=12. The catalyst class is: 219. (5) Reactant: [F:1][C:2]1[C:7](C)=[C:6]([O:9][C:10]2[CH:15]=[CH:14][N:13]=[C:12]([C:16]3[CH:17]=[N:18][N:19]([CH3:21])[CH:20]=3)[CH:11]=2)[CH:5]=[CH:4][C:3]=1[NH2:22].C([O-])(O)=O.[Na+].Cl[C:29]([O:31][C:32]([CH3:34])=[CH2:33])=[O:30]. Product: [F:1][C:2]1[CH:7]=[C:6]([O:9][C:10]2[CH:15]=[CH:14][N:13]=[C:12]([C:16]3[CH:17]=[N:18][N:19]([CH3:21])[CH:20]=3)[CH:11]=2)[CH:5]=[CH:4][C:3]=1[NH:22][C:29](=[O:30])[O:31][C:32]([CH3:34])=[CH2:33]. The catalyst class is: 84. (6) The catalyst class is: 2. Product: [Br:27][C:28]1[CH:29]=[CH:30][C:31]([C:32]2[O:59][C:36]([C@H:37]([NH:48][C:49]3[CH:54]=[CH:53][C:52]([C:55]#[N:56])=[C:51]([Cl:57])[C:50]=3[CH3:58])[C@@H:38]([O:40][Si:41]([C:44]([CH3:46])([CH3:47])[CH3:45])([CH3:42])[CH3:43])[CH3:39])=[N:35][N:34]=2)=[CH:60][CH:61]=1. Reactant: C1(P(C2C=CC=CC=2)C2C=CC=CC=2)C=CC=CC=1.CCN(CC)CC.[Br:27][C:28]1[CH:61]=[CH:60][C:31]([C:32]([NH:34][NH:35][C:36](=[O:59])[C@H:37]([NH:48][C:49]2[CH:54]=[CH:53][C:52]([C:55]#[N:56])=[C:51]([Cl:57])[C:50]=2[CH3:58])[C@@H:38]([O:40][Si:41]([C:44]([CH3:47])([CH3:46])[CH3:45])([CH3:43])[CH3:42])[CH3:39])=O)=[CH:30][CH:29]=1. (7) Reactant: [CH3:1][C:2]1[O:6][C:5]([NH2:7])=[N:4][N:3]=1.Cl[C:9]([O:11][C:12]1[CH:17]=[CH:16][CH:15]=[CH:14][CH:13]=1)=[O:10]. Product: [CH3:1][C:2]1[O:6][C:5]([NH:7][C:9](=[O:10])[O:11][C:12]2[CH:17]=[CH:16][CH:15]=[CH:14][CH:13]=2)=[N:4][N:3]=1. The catalyst class is: 165. (8) Reactant: C(Cl)Cl.[C:4]([O:8][C:9]([N:11]([CH2:34][C:35]([O:37][C:38]([CH3:41])([CH3:40])[CH3:39])=[O:36])[C:12]1[CH:17]=[CH:16][CH:15]=[C:14]([CH2:18][NH:19][CH2:20][C:21]2[CH:26]=[CH:25][C:24]([C:27]([CH3:33])([CH3:32])[CH2:28][CH2:29][CH2:30][CH3:31])=[CH:23][CH:22]=2)[N:13]=1)=[O:10])([CH3:7])([CH3:6])[CH3:5].[CH3:42][C:43]1[O:47][C:46]([S:48](Cl)(=[O:50])=[O:49])=[CH:45][CH:44]=1.C(N(CC)CC)C. Product: [C:4]([O:8][C:9]([N:11]([CH2:34][C:35]([O:37][C:38]([CH3:40])([CH3:39])[CH3:41])=[O:36])[C:12]1[CH:17]=[CH:16][CH:15]=[C:14]([CH:18]([S:48]([C:46]2[O:47][C:43]([CH3:42])=[CH:44][CH:45]=2)(=[O:50])=[O:49])[NH:19][CH2:20][C:21]2[CH:26]=[CH:25][C:24]([C:27]([CH3:33])([CH3:32])[CH2:28][CH2:29][CH2:30][CH3:31])=[CH:23][CH:22]=2)[N:13]=1)=[O:10])([CH3:7])([CH3:5])[CH3:6]. The catalyst class is: 6.